Dataset: Reaction yield outcomes from USPTO patents with 853,638 reactions. Task: Predict the reaction yield, written as a fraction of the theoretical maximum amount of product (1.0 means a 100% yield; for example, 0.34 means a 34% yield). (1) The reactants are [Br:1][C:2]1[CH:3]=[C:4]([CH:31]=[CH:32][CH:33]=1)[CH2:5][N:6]1[C:14]2[C:13](=[O:15])[N:12]([CH3:16])[C:11](=[O:17])[N:10]([CH3:18])[C:9]=2[N:8]=[C:7]1[S:19][C:20]([CH3:30])([CH3:29])[C:21]([NH:23][CH:24]([CH2:27][CH3:28])[CH:25]=O)=[O:22]. The catalyst is CS(O)(=O)=O.O=P12OP3(OP(OP(O3)(O1)=O)(=O)O2)=O. The product is [Br:1][C:2]1[CH:3]=[C:4]([CH:31]=[CH:32][CH:33]=1)[CH2:5][N:6]1[C:14]2[C:13](=[O:15])[N:12]([CH3:16])[C:11](=[O:17])[N:10]([CH3:18])[C:9]=2[N:8]=[C:7]1[S:19][C:20]([C:21]1[O:22][CH:25]=[C:24]([CH2:27][CH3:28])[N:23]=1)([CH3:29])[CH3:30]. The yield is 0.229. (2) The reactants are [Cl:1][C:2]1[C:3]2[CH:10]=[CH:9][NH:8][C:4]=2[N:5]=[CH:6][N:7]=1.C1C(=O)N([I:18])C(=O)C1.O. The catalyst is CN(C=O)C. The product is [Cl:1][C:2]1[C:3]2[C:10]([I:18])=[CH:9][NH:8][C:4]=2[N:5]=[CH:6][N:7]=1. The yield is 1.00. (3) The reactants are [N+:1]([O-:4])(O)=[O:2].[F:5][C:6]1[CH:11]=[CH:10][CH:9]=[C:8]([F:12])[C:7]=1[OH:13]. The catalyst is C(O)(=O)C. The product is [F:5][C:6]1[CH:11]=[C:10]([N+:1]([O-:4])=[O:2])[CH:9]=[C:8]([F:12])[C:7]=1[OH:13]. The yield is 0.720.